Dataset: Full USPTO retrosynthesis dataset with 1.9M reactions from patents (1976-2016). Task: Predict the reactants needed to synthesize the given product. (1) Given the product [CH2:1]([O:3][C:4](=[O:34])[CH2:5][N:6]([C:8](=[O:33])[C@@H:9]([NH2:25])[CH2:10][N:11]([CH3:24])[S:12]([C:15]1[CH:20]=[CH:19][CH:18]=[CH:17][C:16]=1[N+:21]([O-:23])=[O:22])(=[O:14])=[O:13])[CH3:7])[CH3:2], predict the reactants needed to synthesize it. The reactants are: [CH2:1]([O:3][C:4](=[O:34])[CH2:5][N:6]([C:8](=[O:33])[C@@H:9]([NH:25]C(OC(C)(C)C)=O)[CH2:10][N:11]([CH3:24])[S:12]([C:15]1[CH:20]=[CH:19][CH:18]=[CH:17][C:16]=1[N+:21]([O-:23])=[O:22])(=[O:14])=[O:13])[CH3:7])[CH3:2].Cl. (2) The reactants are: [Cl-:1].[Li+:2].[NH2:3][C@H:4]([C:9]([OH:11])=[O:10])[CH2:5][CH:6]([CH3:8])[CH3:7]. Given the product [Li+:2].[Cl-:1].[NH2:3][C@H:4]([C:9]([OH:11])=[O:10])[CH2:5][CH:6]([CH3:8])[CH3:7], predict the reactants needed to synthesize it.